Task: Regression. Given two drug SMILES strings and cell line genomic features, predict the synergy score measuring deviation from expected non-interaction effect.. Dataset: NCI-60 drug combinations with 297,098 pairs across 59 cell lines (1) Drug 1: CC=C1C(=O)NC(C(=O)OC2CC(=O)NC(C(=O)NC(CSSCCC=C2)C(=O)N1)C(C)C)C(C)C. Drug 2: C(CC(=O)O)C(=O)CN.Cl. Cell line: MALME-3M. Synergy scores: CSS=38.2, Synergy_ZIP=-1.89, Synergy_Bliss=-0.663, Synergy_Loewe=-27.4, Synergy_HSA=-0.00795. (2) Drug 1: CN(C)N=NC1=C(NC=N1)C(=O)N. Drug 2: CN(C(=O)NC(C=O)C(C(C(CO)O)O)O)N=O. Cell line: UACC62. Synergy scores: CSS=5.58, Synergy_ZIP=-3.50, Synergy_Bliss=-4.56, Synergy_Loewe=-4.22, Synergy_HSA=-3.56. (3) Cell line: KM12. Synergy scores: CSS=26.5, Synergy_ZIP=-10.0, Synergy_Bliss=-3.52, Synergy_Loewe=-8.73, Synergy_HSA=-5.92. Drug 1: CC1C(C(=O)NC(C(=O)N2CCCC2C(=O)N(CC(=O)N(C(C(=O)O1)C(C)C)C)C)C(C)C)NC(=O)C3=C4C(=C(C=C3)C)OC5=C(C(=O)C(=C(C5=N4)C(=O)NC6C(OC(=O)C(N(C(=O)CN(C(=O)C7CCCN7C(=O)C(NC6=O)C(C)C)C)C)C(C)C)C)N)C. Drug 2: CCC1=C2CN3C(=CC4=C(C3=O)COC(=O)C4(CC)O)C2=NC5=C1C=C(C=C5)O. (4) Drug 1: CN1CCC(CC1)COC2=C(C=C3C(=C2)N=CN=C3NC4=C(C=C(C=C4)Br)F)OC. Drug 2: CC1C(C(CC(O1)OC2CC(OC(C2O)C)OC3=CC4=CC5=C(C(=O)C(C(C5)C(C(=O)C(C(C)O)O)OC)OC6CC(C(C(O6)C)O)OC7CC(C(C(O7)C)O)OC8CC(C(C(O8)C)O)(C)O)C(=C4C(=C3C)O)O)O)O. Cell line: HT29. Synergy scores: CSS=0.361, Synergy_ZIP=-0.800, Synergy_Bliss=1.36, Synergy_Loewe=-2.33, Synergy_HSA=-1.58. (5) Drug 2: CCN(CC)CCCC(C)NC1=C2C=C(C=CC2=NC3=C1C=CC(=C3)Cl)OC. Synergy scores: CSS=34.0, Synergy_ZIP=0.203, Synergy_Bliss=9.37, Synergy_Loewe=9.25, Synergy_HSA=9.03. Cell line: TK-10. Drug 1: CC12CCC(CC1=CCC3C2CCC4(C3CC=C4C5=CN=CC=C5)C)O. (6) Drug 1: CCC(=C(C1=CC=CC=C1)C2=CC=C(C=C2)OCCN(C)C)C3=CC=CC=C3.C(C(=O)O)C(CC(=O)O)(C(=O)O)O. Drug 2: C1=NC2=C(N=C(N=C2N1C3C(C(C(O3)CO)O)F)Cl)N. Cell line: MDA-MB-435. Synergy scores: CSS=6.96, Synergy_ZIP=-1.70, Synergy_Bliss=2.54, Synergy_Loewe=-3.32, Synergy_HSA=1.71. (7) Cell line: HS 578T. Synergy scores: CSS=52.1, Synergy_ZIP=-4.26, Synergy_Bliss=-5.76, Synergy_Loewe=-1.38, Synergy_HSA=-0.214. Drug 2: CC1=C2C(C(=O)C3(C(CC4C(C3C(C(C2(C)C)(CC1OC(=O)C(C(C5=CC=CC=C5)NC(=O)C6=CC=CC=C6)O)O)OC(=O)C7=CC=CC=C7)(CO4)OC(=O)C)O)C)OC(=O)C. Drug 1: COC1=CC(=CC(=C1O)OC)C2C3C(COC3=O)C(C4=CC5=C(C=C24)OCO5)OC6C(C(C7C(O6)COC(O7)C8=CC=CS8)O)O.